The task is: Predict which catalyst facilitates the given reaction.. This data is from Catalyst prediction with 721,799 reactions and 888 catalyst types from USPTO. (1) Reactant: [H-].[Na+].N[C:4]1C=CC=CC=1.[CH3:10][C:11]1[CH2:15][C:14]([CH3:16])=[C:13]([CH3:17])[C:12]=1[CH3:18].ClC[SiH:21]([C:30]1[CH:35]=[C:34]([CH3:36])[CH:33]=[C:32]([CH3:37])[CH:31]=1)[C:22]1[CH:27]=[C:26]([CH3:28])[CH:25]=[C:24]([CH3:29])[CH:23]=1.C(=O)([O-])[O-].[Na+].[Na+]. Product: [CH3:18][C:12]1[C:11]([SiH:21]([C:30]2[CH:31]=[C:32]([CH3:37])[CH:33]=[C:34]([CH3:36])[CH:35]=2)[C:22]2[CH:23]=[C:24]([CH3:29])[CH:25]=[C:26]([CH3:28])[CH:27]=2)([CH3:10])[C:15]([CH3:4])=[C:14]([CH3:16])[C:13]=1[CH3:17]. The catalyst class is: 207. (2) Reactant: [Cl:1][C:2]1[NH:6][N:5]=[C:4]([C:7]([OH:9])=O)[CH:3]=1.O=S(Cl)Cl.[Cl:14][C:15]1[CH:21]=[C:20]([F:22])[CH:19]=[CH:18][C:16]=1[NH2:17]. Product: [Cl:1][C:2]1[NH:6][N:5]=[C:4]([C:7]([NH:17][C:16]2[CH:18]=[CH:19][C:20]([F:22])=[CH:21][C:15]=2[Cl:14])=[O:9])[CH:3]=1. The catalyst class is: 79. (3) Reactant: [NH2:1][C:2]1[CH:16]=[C:15]([C:17]([NH:19][CH2:20][CH:21]2[O:26][C:25]3[CH:27]=[CH:28][CH:29]=[CH:30][C:24]=3[O:23][CH2:22]2)=[O:18])[CH:14]=[CH:13][C:3]=1[C:4]([NH:6][CH2:7][CH2:8][CH2:9][O:10][CH2:11][CH3:12])=[O:5].[C:31](Cl)(Cl)=[S:32]. Product: [O:26]1[C:25]2[CH:27]=[CH:28][CH:29]=[CH:30][C:24]=2[O:23][CH2:22][CH:21]1[CH2:20][NH:19][C:17]([C:15]1[CH:16]=[C:2]2[C:3]([C:4](=[O:5])[N:6]([CH2:7][CH2:8][CH2:9][O:10][CH2:11][CH3:12])[C:31](=[S:32])[NH:1]2)=[CH:13][CH:14]=1)=[O:18]. The catalyst class is: 2. (4) Reactant: [CH2:1]([O:3][C:4](=[O:12])[C:5]([CH2:10][OH:11])([CH2:8][OH:9])[CH:6]=[CH2:7])[CH3:2].N1C(C)=CC=CC=1C.[F:21][C:22]([F:35])([F:34])[S:23](O[S:23]([C:22]([F:35])([F:34])[F:21])(=[O:25])=[O:24])(=[O:25])=[O:24]. Product: [CH2:1]([O:3][C:4](=[O:12])[C:5]([CH2:8][O:9][S:23]([C:22]([F:35])([F:34])[F:21])(=[O:25])=[O:24])([CH2:10][O:11][S:23]([C:22]([F:35])([F:34])[F:21])(=[O:25])=[O:24])[CH:6]=[CH2:7])[CH3:2]. The catalyst class is: 4. (5) Reactant: [C:1]([C:5]1[CH:6]=[C:7]([NH:36][S:37]([CH3:40])(=[O:39])=[O:38])[C:8]([O:34][CH3:35])=[C:9]([NH:11][C:12]([C:14]2[N:15]([CH3:33])[C:16]3[C:21]([CH:22]=2)=[CH:20][CH:19]=[CH:18][C:17]=3[CH2:23][N:24]2[CH2:29][CH2:28][CH:27]([C:30]([OH:32])=O)[CH2:26][CH2:25]2)=[O:13])[CH:10]=1)([CH3:4])([CH3:3])[CH3:2].[CH3:41][N:42]1[CH2:47][CH2:46][NH:45][CH2:44][CH2:43]1. Product: [C:1]([C:5]1[CH:6]=[C:7]([NH:36][S:37]([CH3:40])(=[O:38])=[O:39])[C:8]([O:34][CH3:35])=[C:9]([NH:11][C:12]([C:14]2[N:15]([CH3:33])[C:16]3[C:21]([CH:22]=2)=[CH:20][CH:19]=[CH:18][C:17]=3[CH2:23][N:24]2[CH2:29][CH2:28][CH:27]([C:30]([N:45]3[CH2:46][CH2:47][N:42]([CH3:41])[CH2:43][CH2:44]3)=[O:32])[CH2:26][CH2:25]2)=[O:13])[CH:10]=1)([CH3:3])([CH3:4])[CH3:2]. The catalyst class is: 7.